This data is from Forward reaction prediction with 1.9M reactions from USPTO patents (1976-2016). The task is: Predict the product of the given reaction. (1) Given the reactants [NH2:1][C:2]1[C:15]2[C:14](=[O:16])[C:13]3[C:8](=[CH:9][CH:10]=[CH:11][CH:12]=3)[C:7](=[O:17])[C:6]=2[C:5]([NH:18][S:19]([CH3:22])(=[O:21])=[O:20])=[CH:4][C:3]=1[O:23][CH2:24][CH2:25][N:26]([CH3:28])[CH3:27].N[C:30]1C2C(=O)C3C(=CC=CC=3)C(=O)C=2C(NS(C)(=O)=O)=CC=1S(O)(=O)=O.CNN(NC)CCO.[OH-].[K+].[CH3:65][O:66][S:67]([O:70]C)(=[O:69])=[O:68], predict the reaction product. The product is: [CH3:65][O:66][S:67]([O-:70])(=[O:69])=[O:68].[NH2:1][C:2]1[C:15]2[C:14](=[O:16])[C:13]3[C:8](=[CH:9][CH:10]=[CH:11][CH:12]=3)[C:7](=[O:17])[C:6]=2[C:5]([NH:18][S:19]([CH3:22])(=[O:21])=[O:20])=[CH:4][C:3]=1[O:23][CH2:24][CH2:25][N+:26]([CH3:30])([CH3:28])[CH3:27]. (2) The product is: [CH2:19]([O:21][C:22]1[CH:23]=[C:24]([CH2:25][N:16]2[CH2:17][CH2:18][CH:13]([NH:12][C:4]3[O:5][C:6]4[CH:7]=[N:8][CH:9]=[CH:10][C:11]=4[N:3]=3)[CH2:14][CH2:15]2)[CH:27]=[CH:28][C:29]=1[OH:30])[CH3:20]. Given the reactants Cl.Cl.[N:3]1[C:11]2[CH:10]=[CH:9][N:8]=[CH:7][C:6]=2[O:5][C:4]=1[NH:12][CH:13]1[CH2:18][CH2:17][NH:16][CH2:15][CH2:14]1.[CH2:19]([O:21][C:22]1[CH:23]=[C:24]([CH:27]=[CH:28][C:29]=1[OH:30])[CH:25]=O)[CH3:20].C([BH3-])#N.[Na+].C(N(C(C)C)C(C)C)C, predict the reaction product.